This data is from Full USPTO retrosynthesis dataset with 1.9M reactions from patents (1976-2016). The task is: Predict the reactants needed to synthesize the given product. Given the product [C:19]([N:1]1[C:2]2[CH:7]=[C:6]([C:8]3[CH:13]=[CH:12][CH:11]=[CH:10][CH:9]=3)[CH:5]=[C:4]([C:14]([O:16][CH3:17])=[O:15])[C:3]=2[CH:18]=[N:54]1)(=[O:22])[CH3:20], predict the reactants needed to synthesize it. The reactants are: [NH2:1][C:2]1[C:3]([CH3:18])=[C:4]([C:14]([O:16][CH3:17])=[O:15])[CH:5]=[C:6]([C:8]2[CH:13]=[CH:12][CH:11]=[CH:10][CH:9]=2)[CH:7]=1.[C:19]([O-:22])(=O)[CH3:20].[K+].C(OC(=O)C)(=O)C.C1OCCOCCOCCOCCOCCOC1.C(O[N:54]=O)(C)(C)C.